From a dataset of Catalyst prediction with 721,799 reactions and 888 catalyst types from USPTO. Predict which catalyst facilitates the given reaction. (1) The catalyst class is: 11. Reactant: [CH3:1][O:2][C:3](=[O:12])[CH2:4][C:5](=O)[CH2:6][C:7]([O:9][CH3:10])=[O:8].[C:13]([CH2:15]C(O)=O)#[N:14].C(O)(=O)C. Product: [CH3:1][O:2][C:3](=[O:12])[CH2:4][C:5](=[CH:15][C:13]#[N:14])[CH2:6][C:7]([O:9][CH3:10])=[O:8]. (2) Reactant: [C:1]([C:5]1[N:10]=[C:9]([N:11]2[CH2:16][CH2:15][N:14]([CH2:17][CH2:18][CH2:19][CH2:20][NH2:21])[CH2:13][CH2:12]2)[CH:8]=[C:7]([C:22]([F:25])([F:24])[F:23])[N:6]=1)([CH3:4])([CH3:3])[CH3:2].C1N=CN([C:31](N2C=NC=C2)=[O:32])C=1.[N:38]1([C:44]2[C:53]3[C:48](=[CH:49][CH:50]=[CH:51][CH:52]=3)[N:47]=[CH:46][CH:45]=2)[CH2:43][CH2:42][NH:41][CH2:40][CH2:39]1. Product: [C:1]([C:5]1[N:10]=[C:9]([N:11]2[CH2:16][CH2:15][N:14]([CH2:17][CH2:18][CH2:19][CH2:20][NH:21][C:31]([N:41]3[CH2:42][CH2:43][N:38]([C:44]4[C:53]5[C:48](=[CH:49][CH:50]=[CH:51][CH:52]=5)[N:47]=[CH:46][CH:45]=4)[CH2:39][CH2:40]3)=[O:32])[CH2:13][CH2:12]2)[CH:8]=[C:7]([C:22]([F:24])([F:25])[F:23])[N:6]=1)([CH3:4])([CH3:2])[CH3:3]. The catalyst class is: 147. (3) Reactant: C(OC(=O)[NH:7][C:8]1[CH:13]=[C:12]([N:14]([CH2:16][CH:17]([CH3:19])[CH3:18])[CH3:15])[C:11]([C:20]([F:23])([F:22])[F:21])=[CH:10][C:9]=1[NH:24][C:25](=[O:49])[CH2:26][C:27](=O)[C:28]1[CH:33]=[CH:32][CH:31]=[C:30]([C:34]2[CH:39]=[CH:38][N:37]=[C:36]([CH2:40][O:41]C3CCCCO3)[CH:35]=2)[CH:29]=1)(C)(C)C.C(O)(C(F)(F)F)=O. Product: [OH:41][CH2:40][C:36]1[CH:35]=[C:34]([C:30]2[CH:29]=[C:28]([C:27]3[CH2:26][C:25](=[O:49])[NH:24][C:9]4[CH:10]=[C:11]([C:20]([F:21])([F:23])[F:22])[C:12]([N:14]([CH2:16][CH:17]([CH3:19])[CH3:18])[CH3:15])=[CH:13][C:8]=4[N:7]=3)[CH:33]=[CH:32][CH:31]=2)[CH:39]=[CH:38][N:37]=1. The catalyst class is: 2. (4) Reactant: [NH2:1][C:2]1[CH:3]=[C:4]([CH:8]=[CH:9][C:10]=1[NH:11][CH2:12][CH2:13][CH2:14][NH:15][C:16]([O:18][C:19]([CH3:22])([CH3:21])[CH3:20])=[O:17])[C:5]([OH:7])=[O:6].[CH3:23][O:24][C:25](OC)(OC)OC. Product: [C:19]([O:18][C:16]([NH:15][CH2:14][CH2:13][CH2:12][N:11]1[C:10]2[CH:9]=[CH:8][C:4]([C:5]([OH:7])=[O:6])=[CH:3][C:2]=2[N:1]=[C:23]1[O:24][CH3:25])=[O:17])([CH3:22])([CH3:21])[CH3:20]. The catalyst class is: 12. (5) Reactant: [Li]CCCC.[C:6]1([C:12]2[N:13]=[CH:14][S:15][CH:16]=2)[CH:11]=[CH:10][CH:9]=[CH:8][CH:7]=1.[Cl:17][C:18]1[CH:19]=[C:20]([C:24]2[O:25][N:26]=[C:27]3[CH:32]=[CH:31][C:30]([CH:33]=[O:34])=[CH:29][C:28]=23)[CH:21]=[CH:22][CH:23]=1.[NH4+].[Cl-]. Product: [Cl:17][C:18]1[CH:19]=[C:20]([C:24]2[O:25][N:26]=[C:27]3[CH:32]=[CH:31][C:30]([CH:33]([C:14]4[S:15][CH:16]=[C:12]([C:6]5[CH:7]=[CH:8][CH:9]=[CH:10][CH:11]=5)[N:13]=4)[OH:34])=[CH:29][C:28]=23)[CH:21]=[CH:22][CH:23]=1. The catalyst class is: 1.